The task is: Predict the reaction yield, written as a fraction of the theoretical maximum amount of product (1.0 means a 100% yield; for example, 0.34 means a 34% yield).. This data is from Reaction yield outcomes from USPTO patents with 853,638 reactions. (1) The reactants are [H-].[Na+].[Br:3][C:4]1[CH:12]=[C:11]2[C:7]([CH:8]=[N:9][NH:10]2)=[CH:6][CH:5]=1.Cl[CH:14]([F:16])[F:15]. The catalyst is CN(C=O)C. The product is [Br:3][C:4]1[CH:5]=[CH:6][C:7]2[C:11]([CH:12]=1)=[N:10][N:9]([CH:14]([F:16])[F:15])[CH:8]=2. The yield is 0.330. (2) The product is [C:1]([O:5][C:6]([N:8]1[CH2:13][CH2:12][CH2:11][C:10]2[NH:14][N:15]=[C:16]([C:17]3[CH:22]=[C:21]([Cl:23])[C:20]([OH:24])=[CH:19][C:18]=3[OH:32])[C:9]1=2)=[O:7])([CH3:4])([CH3:2])[CH3:3]. The reactants are [C:1]([O:5][C:6]([N:8]1[CH2:13][CH2:12][CH2:11][C:10]2[NH:14][N:15]=[C:16]([C:17]3[CH:22]=[C:21]([Cl:23])[C:20]([O:24]CC4C=CC=CC=4)=[CH:19][C:18]=3[O:32]CC3C=CC=CC=3)[C:9]1=2)=[O:7])([CH3:4])([CH3:3])[CH3:2].C(OC(N1CCC2C(C3C=C(Cl)C(OCC4C=CC=CC=4)=CC=3OCC3C=CC=CC=3)=NNC=2C1)=O)(C)(C)C. The yield is 0.480. The catalyst is C(O)C.C(O)(=O)C.[Pd]. (3) The reactants are Cl[S:2]([C:5]1[S:6][C:7]([C:10]2[S:11][C:12]([CH2:15][CH3:16])=[CH:13][CH:14]=2)=[CH:8][CH:9]=1)(=[O:4])=[O:3].[NH2:17][C:18]1[O:22][N:21]=[C:20]([CH3:23])[C:19]=1[Br:24]. No catalyst specified. The product is [Br:24][C:19]1[C:20]([CH3:23])=[N:21][O:22][C:18]=1[NH:17][S:2]([C:5]1[S:6][C:7]([C:10]2[S:11][C:12]([CH2:15][CH3:16])=[CH:13][CH:14]=2)=[CH:8][CH:9]=1)(=[O:4])=[O:3]. The yield is 0.590. (4) No catalyst specified. The reactants are [CH3:1][S:2]([C:5]1[CH:6]=[CH:7][C:8]([N:14]2[CH2:19][CH2:18][O:17][CH2:16][CH2:15]2)=[C:9]([CH:13]=1)[C:10]([OH:12])=O)(=[O:4])=[O:3].[N:20]1([C:26]2[CH:33]=[CH:32][C:29]([C:30]#[N:31])=[CH:28][CH:27]=2)[CH2:25][CH2:24][NH:23][CH2:22][CH2:21]1. The yield is 0.830. The product is [CH3:1][S:2]([C:5]1[CH:6]=[CH:7][C:8]([N:14]2[CH2:19][CH2:18][O:17][CH2:16][CH2:15]2)=[C:9]([CH:13]=1)[C:10]([N:23]1[CH2:22][CH2:21][N:20]([C:26]2[CH:27]=[CH:28][C:29]([C:30]#[N:31])=[CH:32][CH:33]=2)[CH2:25][CH2:24]1)=[O:12])(=[O:3])=[O:4]. (5) The reactants are [Cl:1][C:2]1[CH:7]=[CH:6][C:5]([S:8]([N:11]2[CH:16]([C:17]3[CH:22]=[CH:21][CH:20]=[CH:19][CH:18]=3)[CH2:15][CH2:14][CH2:13][CH:12]2[CH2:23][OH:24])(=[O:10])=[O:9])=[CH:4][CH:3]=1.CC(OI1(OC(C)=O)(OC(C)=O)OC(=O)C2C=CC=CC1=2)=O.C(=O)(O)[O-].[Na+]. The catalyst is C(Cl)Cl.O. The product is [Cl:1][C:2]1[CH:3]=[CH:4][C:5]([S:8]([N:11]2[CH:16]([C:17]3[CH:18]=[CH:19][CH:20]=[CH:21][CH:22]=3)[CH2:15][CH2:14][CH2:13][CH:12]2[CH:23]=[O:24])(=[O:9])=[O:10])=[CH:6][CH:7]=1. The yield is 0.780. (6) The reactants are [CH:1]([NH:3][NH:4][CH:5]=O)=O.C[Si](Cl)(C)C.CCN(CC)CC.[NH2:19][C:20]1[CH:25]=[CH:24][C:23]([CH2:26][C:27]([OH:29])=[O:28])=[CH:22][CH:21]=1. The catalyst is N1C=CC=CC=1. The product is [N:4]1[N:3]=[CH:1][N:19]([C:20]2[CH:21]=[CH:22][C:23]([CH2:26][C:27]([OH:29])=[O:28])=[CH:24][CH:25]=2)[CH:5]=1. The yield is 0.930. (7) The reactants are [F:1][C:2]1[CH:3]=[CH:4][C:5]([NH:8][NH:9][C:10](=O)[CH2:11][N:12]2[CH2:17][CH2:16][N:15]([CH3:18])[CH2:14][CH2:13]2)=[N:6][CH:7]=1.C1(P(C2C=CC=CC=2)C2C=CC=CC=2)C=CC=CC=1.C(N(CC)CC)C.ClC(Cl)(Cl)C(Cl)(Cl)Cl. The catalyst is C1COCC1. The product is [F:1][C:2]1[CH:3]=[CH:4][C:5]2[N:6]([C:10]([CH2:11][N:12]3[CH2:17][CH2:16][N:15]([CH3:18])[CH2:14][CH2:13]3)=[N:9][N:8]=2)[CH:7]=1. The yield is 0.890. (8) The reactants are CC1C=C(N2CCN(CC3C=CC(C(F)(F)F)=CC=3)C2=O)SC=1C(OCC)=O.[CH:29]1([CH2:32][N:33]2[CH2:38][CH2:37][CH2:36][N:35]([C:39]3[S:40][C:41]([C:45]([O:47]CC)=[O:46])=[C:42]([CH3:44])[N:43]=3)[C:34]2=[O:50])[CH2:31][CH2:30]1. No catalyst specified. The product is [CH:29]1([CH2:32][N:33]2[CH2:38][CH2:37][CH2:36][N:35]([C:39]3[S:40][C:41]([C:45]([OH:47])=[O:46])=[C:42]([CH3:44])[N:43]=3)[C:34]2=[O:50])[CH2:31][CH2:30]1. The yield is 0.780.